Dataset: Forward reaction prediction with 1.9M reactions from USPTO patents (1976-2016). Task: Predict the product of the given reaction. (1) Given the reactants [NH:1]1[C:9]2[C:4](=[CH:5][CH:6]=[CH:7][CH:8]=2)[CH:3]=[C:2]1[C:10]([O:12][CH2:13][CH3:14])=[O:11].Br[CH2:16][C:17]1[C:26]2[C:21](=[CH:22][CH:23]=[CH:24][C:25]=2[CH3:27])[CH:20]=[CH:19][CH:18]=1, predict the reaction product. The product is: [CH2:13]([O:12][C:10]([C:2]1[N:1]([CH2:16][C:17]2[C:26]3[C:21](=[CH:22][CH:23]=[CH:24][C:25]=3[CH3:27])[CH:20]=[CH:19][CH:18]=2)[C:9]2[C:4]([CH:3]=1)=[CH:5][CH:6]=[CH:7][CH:8]=2)=[O:11])[CH3:14]. (2) The product is: [CH2:1]([O:3][CH2:4][CH:9]1[CH2:8][CH:7]1[C:6]([OH:5])=[O:10])[C:2]1[CH:4]=[CH:9][CH:8]=[CH:7][CH:6]=1. Given the reactants [CH:1]([O:3][CH:4]1[CH2:9][CH2:8][CH2:7][CH2:6][O:5]1)=[CH2:2].[OH-:10].[Na+], predict the reaction product. (3) The product is: [F:27][C:25]1[CH:26]=[C:21]([C:13]2[C:14]3[CH2:15][N:16]([CH3:20])[CH2:17][CH2:18][C:19]=3[N:11]([C:9]([NH:8][C@@H:3]([C:2]([CH3:31])([CH3:1])[CH3:30])[C:4]([NH:6][CH2:7][CH2:49][OH:50])=[O:5])=[O:10])[N:12]=2)[CH:22]=[CH:23][C:24]=1[F:28]. Given the reactants [CH3:1][C:2]([CH3:31])([CH3:30])[C@H:3]([NH:8][C:9]([N:11]1[C:19]2[CH2:18][CH2:17][N:16]([CH3:20])[CH2:15][C:14]=2[C:13]([C:21]2[CH:26]=[C:25]([F:27])[C:24]([F:28])=[CH:23][C:22]=2F)=[N:12]1)=[O:10])[C:4]([NH:6][CH3:7])=[O:5].FC1C=C(C2C3CN([C:49](OC(C)(C)C)=[O:50])CCC=3NN=2)C=CC=1F.N[C@@H](C(C)(C)C)C(NCCO)=O, predict the reaction product. (4) Given the reactants Br[C:2]1[CH:7]=[CH:6][C:5]([F:8])=[C:4]([O:9][CH3:10])[CH:3]=1.C1(P(C2CCCCC2)C2CCCCC2)CCCCC1.C([O-])(=O)C.[K+].[CH3:35][C:36]1([CH3:52])[C:40]([CH3:42])([CH3:41])[O:39][B:38]([B:38]2[O:39][C:40]([CH3:42])([CH3:41])[C:36]([CH3:52])([CH3:35])[O:37]2)[O:37]1, predict the reaction product. The product is: [F:8][C:5]1[CH:6]=[CH:7][C:2]([B:38]2[O:39][C:40]([CH3:42])([CH3:41])[C:36]([CH3:52])([CH3:35])[O:37]2)=[CH:3][C:4]=1[O:9][CH3:10]. (5) Given the reactants [C:1](O[BH-](OC(=O)C)OC(=O)C)(=O)C.[Na+].[N+:15]([C:18]1[CH:19]=[CH:20][C:21]2[O:27][CH2:26][CH2:25][CH2:24][NH:23][C:22]=2[CH:28]=1)([O-:17])=[O:16].C(O)(=O)C.C=O, predict the reaction product. The product is: [CH3:1][N:23]1[C:22]2[CH:28]=[C:18]([N+:15]([O-:17])=[O:16])[CH:19]=[CH:20][C:21]=2[O:27][CH2:26][CH2:25][CH2:24]1. (6) The product is: [ClH:1].[ClH:1].[C:15]1([NH:21][C:22]2[O:23][CH:24]=[C:25]([C:27]([N:29]3[CH2:34][CH2:33][NH:32][CH2:31][CH:30]3[CH2:42][O:43][C:44]3[CH:45]=[N:46][CH:47]=[CH:48][CH:49]=3)=[O:28])[N:26]=2)[CH:16]=[CH:17][CH:18]=[CH:19][CH:20]=1. Given the reactants [ClH:1].O1CCOCC1.OC(C(F)(F)F)=O.[C:15]1([NH:21][C:22]2[O:23][CH:24]=[C:25]([C:27]([N:29]3[CH2:34][CH2:33][N:32](C(OC(C)(C)C)=O)[CH2:31][CH:30]3[CH2:42][O:43][C:44]3[CH:45]=[N:46][CH:47]=[CH:48][CH:49]=3)=[O:28])[N:26]=2)[CH:20]=[CH:19][CH:18]=[CH:17][CH:16]=1, predict the reaction product. (7) The product is: [C:1]([O:5][C:6](=[O:38])[N:7]([C@@H:19]1[C@@H:24]([OH:25])[C@H:23]([CH2:26][C:27]2[CH:28]=[C:29]([CH:46]=[CH2:47])[C:30]([NH2:34])=[C:31]([F:33])[CH:32]=2)[CH2:22][S:21](=[O:37])(=[O:36])[CH2:20]1)[CH2:8][C:9]1[CH:14]=[CH:13][CH:12]=[C:11]([C:15]([CH3:18])([CH3:17])[CH3:16])[CH:10]=1)([CH3:4])([CH3:3])[CH3:2]. Given the reactants [C:1]([O:5][C:6](=[O:38])[N:7]([C@@H:19]1[C@@H:24]([OH:25])[C@H:23]([CH2:26][C:27]2[CH:32]=[C:31]([F:33])[C:30]([NH2:34])=[C:29](Br)[CH:28]=2)[CH2:22][S:21](=[O:37])(=[O:36])[CH2:20]1)[CH2:8][C:9]1[CH:14]=[CH:13][CH:12]=[C:11]([C:15]([CH3:18])([CH3:17])[CH3:16])[CH:10]=1)([CH3:4])([CH3:3])[CH3:2].C([O-])([O-])=O.[Cs+].[Cs+].P(C(C)(C)C)(C(C)(C)C)[C:46](C)(C)[CH3:47], predict the reaction product.